From a dataset of Forward reaction prediction with 1.9M reactions from USPTO patents (1976-2016). Predict the product of the given reaction. (1) Given the reactants [C:1]([O:5][C@@H:6]([C:12]1[C:31]([CH3:32])=[CH:30][C:15]2[N:16]=[C:17]([C:19]3[CH:20]=[C:21]4[CH:27]=[C:26]([CH3:28])[N:25]([CH3:29])[C:22]4=[N:23][CH:24]=3)[S:18][C:14]=2[C:13]=1[C:33]1[CH:38]=[CH:37][C:36]([Cl:39])=[CH:35][CH:34]=1)[C:7]([O:9]CC)=[O:8])([CH3:4])([CH3:3])[CH3:2].[OH-].[Na+], predict the reaction product. The product is: [C:1]([O:5][C@@H:6]([C:12]1[C:31]([CH3:32])=[CH:30][C:15]2[N:16]=[C:17]([C:19]3[CH:20]=[C:21]4[CH:27]=[C:26]([CH3:28])[N:25]([CH3:29])[C:22]4=[N:23][CH:24]=3)[S:18][C:14]=2[C:13]=1[C:33]1[CH:34]=[CH:35][C:36]([Cl:39])=[CH:37][CH:38]=1)[C:7]([OH:9])=[O:8])([CH3:4])([CH3:2])[CH3:3]. (2) Given the reactants [OH-].[Na+].[O:3]=[C:4]1[NH:13][C:12]2[C:7](=[CH:8][C:9]([C:14]3[CH:19]=[CH:18][C:17]([C:20]([F:23])([F:22])[F:21])=[CH:16][CH:15]=3)=[CH:10][CH:11]=2)[N:6]([CH2:24][C:25]([O:27]C)=[O:26])[CH2:5]1.Cl.O, predict the reaction product. The product is: [O:3]=[C:4]1[NH:13][C:12]2[C:7](=[CH:8][C:9]([C:14]3[CH:15]=[CH:16][C:17]([C:20]([F:23])([F:22])[F:21])=[CH:18][CH:19]=3)=[CH:10][CH:11]=2)[N:6]([CH2:24][C:25]([OH:27])=[O:26])[CH2:5]1. (3) Given the reactants [CH3:1][N:2]([CH2:13][C:14]1[N:18]([CH2:19][C@H:20]2[CH2:25][CH2:24][CH2:23][N:22]([CH2:26]C3C=CC=CN=3)[CH2:21]2)[C:17]2[CH:33]=[CH:34][CH:35]=[CH:36][C:16]=2[N:15]=1)[C@@H:3]1[C:12]2[N:11]=[CH:10][CH:9]=[CH:8][C:7]=2[CH2:6][CH2:5][CH2:4]1.CN(CC1N(C[C@H]2CCCNC2)C2C=CC=CC=2N=1)[C@@H]1[C:48]2[N:47]=[CH:46][CH:45]=[CH:44][C:43]=2CCC1.N1C=CC=CC=1C=O, predict the reaction product. The product is: [CH3:1][N:2]([CH2:13][C:14]1[N:18]([CH2:19][C@H:20]2[CH2:25][CH2:24][CH2:23][N:22]([CH2:26][C:45]3[CH:46]=[N:47][CH:48]=[CH:43][CH:44]=3)[CH2:21]2)[C:17]2[CH:33]=[CH:34][CH:35]=[CH:36][C:16]=2[N:15]=1)[C@@H:3]1[C:12]2[N:11]=[CH:10][CH:9]=[CH:8][C:7]=2[CH2:6][CH2:5][CH2:4]1. (4) Given the reactants [CH:1]([O:4][C:5]1[CH:10]=[CH:9][C:8]([NH:11][C:12]2[N:13]=[CH:14][C:15]3[CH:20]=[CH:19][NH:18][C:16]=3[N:17]=2)=[CH:7][CH:6]=1)([CH3:3])[CH3:2].BrC1C=CC([CH2:28][S:29](CC2C=CC(Br)=CC=2)(=[O:31])=[O:30])=CC=1.[O-]P([O-])([O-])=O.[K+].[K+].[K+].N[C@@H:49]1[CH2:54][CH2:53][CH2:52][CH2:51][C@H:50]1N, predict the reaction product. The product is: [CH:1]([O:4][C:5]1[CH:6]=[CH:7][C:8]([NH:11][C:12]2[N:13]=[CH:14][C:15]3[CH:20]=[CH:19][N:18]([C:53]4[CH:52]=[CH:51][C:50]([S:29]([CH3:28])(=[O:31])=[O:30])=[CH:49][CH:54]=4)[C:16]=3[N:17]=2)=[CH:9][CH:10]=1)([CH3:3])[CH3:2]. (5) Given the reactants [NH2:1][CH2:2][C@@H:3]([OH:20])[CH2:4][N:5]1[CH2:10][CH2:9][CH:8]([O:11][C:12]2[CH:17]=[CH:16][C:15]([Cl:18])=[C:14]([Cl:19])[CH:13]=2)[CH2:7][CH2:6]1.[O:21]=[C:22]1[NH:26][C:25]([C:27]([F:33])([F:32])[C:28]([F:31])([F:30])[F:29])=[C:24]([C:34](O)=[O:35])[S:23]1, predict the reaction product. The product is: [Cl:19][C:14]1[CH:13]=[C:12]([CH:17]=[CH:16][C:15]=1[Cl:18])[O:11][CH:8]1[CH2:9][CH2:10][N:5]([CH2:4][C@H:3]([OH:20])[CH2:2][NH:1][C:34]([C:24]2[S:23][C:22](=[O:21])[NH:26][C:25]=2[C:27]([F:33])([F:32])[C:28]([F:31])([F:30])[F:29])=[O:35])[CH2:6][CH2:7]1.